This data is from Forward reaction prediction with 1.9M reactions from USPTO patents (1976-2016). The task is: Predict the product of the given reaction. (1) Given the reactants [Br:1][C:2]1[CH:3]=[C:4]([CH:23]=[CH:24][CH:25]=1)[CH2:5][N:6]1[C:14]2[C:13](=[O:15])[N:12]([CH3:16])[C:11](=[O:17])[N:10]([CH3:18])[C:9]=2[N:8]=[C:7]1[CH2:19][C:20]([OH:22])=[O:21].[CH2:26](O)[CH3:27], predict the reaction product. The product is: [Br:1][C:2]1[CH:3]=[C:4]([CH:23]=[CH:24][CH:25]=1)[CH2:5][N:6]1[C:14]2[C:13](=[O:15])[N:12]([CH3:16])[C:11](=[O:17])[N:10]([CH3:18])[C:9]=2[N:8]=[C:7]1[CH2:19][C:20]([O:22][CH2:26][CH3:27])=[O:21]. (2) The product is: [F:48][C:36]1[CH:37]=[C:38]([C:2]2[CH:3]=[C:4]([NH:11][C:12]3[CH:17]=[CH:16][C:15]([N:18]4[CH2:23][CH2:22][N:21]([CH:24]5[CH2:27][O:26][CH2:25]5)[CH2:20][CH2:19]4)=[CH:14][N:13]=3)[C:5]3[N:6]([CH:8]=[CH:9][N:10]=3)[CH:7]=2)[C:33]([CH2:32][OH:31])=[C:34]([N:49]2[CH2:61][CH2:60][N:52]3[C:53]4[CH2:54][CH2:55][CH2:56][CH2:57][C:58]=4[CH:59]=[C:51]3[C:50]2=[O:62])[CH:35]=1. Given the reactants Cl[C:2]1[CH:3]=[C:4]([NH:11][C:12]2[CH:17]=[CH:16][C:15]([N:18]3[CH2:23][CH2:22][N:21]([CH:24]4[CH2:27][O:26][CH2:25]4)[CH2:20][CH2:19]3)=[CH:14][N:13]=2)[C:5]2[N:6]([CH:8]=[CH:9][N:10]=2)[CH:7]=1.C([O:31][CH2:32][C:33]1[C:38](B2OC(C)(C)C(C)(C)O2)=[CH:37][C:36]([F:48])=[CH:35][C:34]=1[N:49]1[CH2:61][CH2:60][N:52]2[C:53]3[CH2:54][CH2:55][CH2:56][CH2:57][C:58]=3[CH:59]=[C:51]2[C:50]1=[O:62])(=O)C.C1(P(C2CCCCC2)C2CCCCC2)CCCCC1.C([O-])([O-])=O.[Cs+].[Cs+], predict the reaction product. (3) Given the reactants Br[C:2]1[CH:8]=[CH:7][C:6]([Cl:9])=[CH:5][C:3]=1[NH2:4].CC1(C)C(C)(C)OB(B2OC(C)(C)C(C)(C)O2)O1.C([O-])(=O)C.[K+].Cl[C:34]1[N:41]=[C:40]([CH3:42])[CH:39]=[CH:38][C:35]=1[C:36]#[N:37].C(=O)([O-])[O-].[K+].[K+], predict the reaction product. The product is: [Cl:9][C:6]1[CH:7]=[CH:8][C:2]2[C:34]3[N:41]=[C:40]([CH3:42])[CH:39]=[CH:38][C:35]=3[C:36]([NH2:37])=[N:4][C:3]=2[CH:5]=1. (4) Given the reactants [CH2:1]1[N:6]([C:7]([C:13]2[CH:18]=[CH:17][CH:16]=[C:15]([CH3:19])[N:14]=2)([CH3:12])[C:8]([O:10]C)=[O:9])[CH2:5][CH2:4][N:3]2[CH2:20][CH2:21][CH2:22][C@H:2]12.[OH-].[K+:24].O, predict the reaction product. The product is: [CH2:1]1[N:6]([C:7]([C:13]2[CH:18]=[CH:17][CH:16]=[C:15]([CH3:19])[N:14]=2)([CH3:12])[C:8]([O-:10])=[O:9])[CH2:5][CH2:4][N:3]2[CH2:20][CH2:21][CH2:22][C@H:2]12.[K+:24]. (5) The product is: [Br:1][C:10]1[S:9][C:8]([S:5]([NH:4][CH3:3])(=[O:7])=[O:6])=[CH:12][CH:11]=1. Given the reactants [Br:1]Br.[CH3:3][NH:4][S:5]([C:8]1[S:9][CH:10]=[CH:11][CH:12]=1)(=[O:7])=[O:6].O, predict the reaction product. (6) Given the reactants [NH2:1][C:2]1[C:7]([C:8]#[N:9])=[C:6]([N:10]2[CH2:15][CH2:14][CH:13]([C:16]3[N:17]([CH2:32][CH2:33][NH:34][CH2:35]C4CC4)[CH:18]=[C:19]([C:21]4[CH:26]=[CH:25][C:24]([F:27])=[C:23]([C:28]([F:31])([F:30])[F:29])[CH:22]=4)[N:20]=3)[CH2:12][CH2:11]2)[N:5]=[CH:4][N:3]=1.CN, predict the reaction product. The product is: [NH2:1][C:2]1[C:7]([C:8]#[N:9])=[C:6]([N:10]2[CH2:11][CH2:12][CH:13]([C:16]3[N:17]([CH2:32][CH2:33][NH:34][CH3:35])[CH:18]=[C:19]([C:21]4[CH:26]=[CH:25][C:24]([F:27])=[C:23]([C:28]([F:31])([F:30])[F:29])[CH:22]=4)[N:20]=3)[CH2:14][CH2:15]2)[N:5]=[CH:4][N:3]=1.